From a dataset of Catalyst prediction with 721,799 reactions and 888 catalyst types from USPTO. Predict which catalyst facilitates the given reaction. Reactant: [CH2:1]([N:8]1[C:16]2[C:11](=[CH:12][CH:13]=[CH:14][CH:15]=2)[C:10]([C:17]2[O:18][C:19]([C:22]3[CH:23]=[C:24]4[C:29](=[CH:30][CH:31]=3)[CH:28]=[C:27]([O:32][CH:33]([CH2:38][C:39]3[CH:44]=[CH:43][CH:42]=[CH:41][CH:40]=3)[C:34]([O:36]C)=[O:35])[CH:26]=[CH:25]4)=[CH:20][N:21]=2)=[CH:9]1)[C:2]1[CH:7]=[CH:6][CH:5]=[CH:4][CH:3]=1.[OH-].[Na+].Cl. Product: [CH2:1]([N:8]1[C:16]2[C:11](=[CH:12][CH:13]=[CH:14][CH:15]=2)[C:10]([C:17]2[O:18][C:19]([C:22]3[CH:23]=[C:24]4[C:29](=[CH:30][CH:31]=3)[CH:28]=[C:27]([O:32][CH:33]([CH2:38][C:39]3[CH:44]=[CH:43][CH:42]=[CH:41][CH:40]=3)[C:34]([OH:36])=[O:35])[CH:26]=[CH:25]4)=[CH:20][N:21]=2)=[CH:9]1)[C:2]1[CH:3]=[CH:4][CH:5]=[CH:6][CH:7]=1. The catalyst class is: 1.